From a dataset of Forward reaction prediction with 1.9M reactions from USPTO patents (1976-2016). Predict the product of the given reaction. (1) Given the reactants C(N(C(C)C)C(C)C)C.[Cl:10][CH2:11][C@H:12]([OH:28])[CH2:13][NH:14][C:15]1[CH:20]=[CH:19][C:18]([N:21]2[CH2:26][CH2:25][O:24][CH2:23][CH2:22]2)=[C:17]([F:27])[CH:16]=1.Cl[C:30]([O:32][CH2:33][CH3:34])=[O:31], predict the reaction product. The product is: [CH2:33]([O:32][C:30](=[O:31])[N:14]([CH2:13][C@@H:12]([OH:28])[CH2:11][Cl:10])[C:15]1[CH:20]=[CH:19][C:18]([N:21]2[CH2:26][CH2:25][O:24][CH2:23][CH2:22]2)=[C:17]([F:27])[CH:16]=1)[CH3:34]. (2) The product is: [ClH:1].[CH3:8][O:9][C:10]1[CH:11]=[CH:12][C:13]([CH2:14][CH2:15][N:16]2[CH2:20][CH2:19][C@@H:18]([N:21]3[C:27]4[CH:28]=[CH:29][CH:30]=[CH:31][C:26]=4[CH2:25][O:24][C:23]4[CH:32]=[CH:33][CH:34]=[CH:35][C:22]3=4)[CH2:17]2)=[CH:36][CH:37]=1. Given the reactants [ClH:1].O1CCOCC1.[CH3:8][O:9][C:10]1[CH:37]=[CH:36][C:13]([CH2:14][CH2:15][N:16]2[CH2:20][CH2:19][C@@H:18]([N:21]3[C:27]4[CH:28]=[CH:29][CH:30]=[CH:31][C:26]=4[CH2:25][O:24][C:23]4[CH:32]=[CH:33][CH:34]=[CH:35][C:22]3=4)[CH2:17]2)=[CH:12][CH:11]=1, predict the reaction product. (3) Given the reactants [N:1]1([CH2:6][C:7]2[CH:12]=[CH:11][C:10]([CH2:13][CH2:14][NH2:15])=[CH:9][CH:8]=2)[CH2:5][CH2:4][CH2:3][CH2:2]1.[CH:16]1([CH:19]=O)[CH2:18][CH2:17]1, predict the reaction product. The product is: [CH:16]1([CH2:19][NH:15][CH2:14][CH2:13][C:10]2[CH:11]=[CH:12][C:7]([CH2:6][N:1]3[CH2:5][CH2:4][CH2:3][CH2:2]3)=[CH:8][CH:9]=2)[CH2:18][CH2:17]1. (4) Given the reactants [N:1]1[C:10]2[CH:9]([NH:11][CH2:12][CH2:13][CH2:14][CH2:15][NH:16]C(=O)OC(C)(C)C)[CH2:8][CH2:7][CH2:6][C:5]=2[CH:4]=[CH:3][CH:2]=1.[CH3:24][C:25]1[C:26]2[N:27]([CH:31]=[C:32]([CH:34]=O)[N:33]=2)[CH:28]=[CH:29][CH:30]=1, predict the reaction product. The product is: [CH3:24][C:25]1[C:26]2[N:27]([CH:31]=[C:32]([CH2:34][N:11]([CH:9]3[C:10]4[N:1]=[CH:2][CH:3]=[CH:4][C:5]=4[CH2:6][CH2:7][CH2:8]3)[CH2:12][CH2:13][CH2:14][CH2:15][NH2:16])[N:33]=2)[CH:28]=[CH:29][CH:30]=1. (5) Given the reactants [N:1]1([C:8]2[CH:9]=[CH:10][C:11]3[N:12]([C:14]([C:17]([F:20])([F:19])[F:18])=[N:15][N:16]=3)[N:13]=2)[CH2:7][CH2:6][CH2:5][NH:4][CH2:3][CH2:2]1.[CH3:21][S:22]([C:25]1[CH:32]=[CH:31][CH:30]=[CH:29][C:26]=1[CH:27]=O)(=[O:24])=[O:23], predict the reaction product. The product is: [CH3:21][S:22]([C:25]1[CH:32]=[CH:31][CH:30]=[CH:29][C:26]=1[CH2:27][N:4]1[CH2:5][CH2:6][CH2:7][N:1]([C:8]2[CH:9]=[CH:10][C:11]3[N:12]([C:14]([C:17]([F:18])([F:19])[F:20])=[N:15][N:16]=3)[N:13]=2)[CH2:2][CH2:3]1)(=[O:23])=[O:24]. (6) The product is: [Cl:6][C:7]1[CH:12]=[CH:11][C:10]([C:13]2[CH:14]=[CH:15][C:16]([C:19]#[C:20][C:21]3[CH:22]=[CH:23][C:24]([O:28][CH2:29][CH2:30][N:31]4[CH2:32][CH2:33][CH2:34][CH2:35]4)=[C:25]([NH:27][S:2]([CH3:1])(=[O:4])=[O:3])[CH:26]=3)=[N:17][CH:18]=2)=[CH:9][CH:8]=1. Given the reactants [CH3:1][S:2](Cl)(=[O:4])=[O:3].[Cl:6][C:7]1[CH:12]=[CH:11][C:10]([C:13]2[CH:14]=[CH:15][C:16]([C:19]#[C:20][C:21]3[CH:22]=[CH:23][C:24]([O:28][CH2:29][CH2:30][N:31]4[CH2:35][CH2:34][CH2:33][CH2:32]4)=[C:25]([NH2:27])[CH:26]=3)=[N:17][CH:18]=2)=[CH:9][CH:8]=1.N1C=CC=CC=1.C([O-])([O-])=O.[Na+].[Na+], predict the reaction product.